From a dataset of Reaction yield outcomes from USPTO patents with 853,638 reactions. Predict the reaction yield, written as a fraction of the theoretical maximum amount of product (1.0 means a 100% yield; for example, 0.34 means a 34% yield). (1) The reactants are [C:1]1([C:35]2[CH:40]=[CH:39][CH:38]=[CH:37][CH:36]=2)[CH:6]=[CH:5][C:4]([C@@:7]23[CH2:25][N:18]([C@H:19]([C:21]([O:23]C)=[O:22])[CH2:20]2)[C:17](=[O:26])[C@@H:16]([NH:27][C:28]([O:30][C:31]([CH3:34])([CH3:33])[CH3:32])=[O:29])[CH2:15][CH2:14][CH2:13][CH2:12][CH:11]=[CH:10][CH2:9][S:8]3)=[CH:3][CH:2]=1.O.[OH-].[Li+]. The catalyst is C1COCC1.CO.O. The product is [C:1]1([C:35]2[CH:36]=[CH:37][CH:38]=[CH:39][CH:40]=2)[CH:6]=[CH:5][C:4]([C@@:7]23[CH2:25][N:18]([C@H:19]([C:21]([OH:23])=[O:22])[CH2:20]2)[C:17](=[O:26])[C@@H:16]([NH:27][C:28]([O:30][C:31]([CH3:34])([CH3:32])[CH3:33])=[O:29])[CH2:15][CH2:14][CH2:13][CH2:12][CH:11]=[CH:10][CH2:9][S:8]3)=[CH:3][CH:2]=1. The yield is 0.738. (2) The product is [F:59][C:60]1[CH:61]=[C:62]([CH:65]=[CH:66][CH:67]=1)[CH2:63][NH:64][C:8](=[O:10])[CH2:7][C:4]1[CH:3]=[CH:2][C:1]([C:11]2[CH:16]=[CH:15][CH:14]=[CH:13][CH:12]=2)=[CH:6][CH:5]=1. The catalyst is CN(C=O)C.O. The reactants are [C:1]1([C:11]2[CH:16]=[CH:15][CH:14]=[CH:13][CH:12]=2)[CH:6]=[CH:5][C:4]([CH2:7][C:8]([OH:10])=O)=[CH:3][CH:2]=1.CCN(C(C)C)C(C)C.C1CN([P+](ON2N=NC3C=CC=CC2=3)(N2CCCC2)N2CCCC2)CC1.F[P-](F)(F)(F)(F)F.[F:59][C:60]1[CH:61]=[C:62]([CH:65]=[CH:66][CH:67]=1)[CH2:63][NH2:64].Cl. The yield is 0.330. (3) The reactants are Cl[C:2]1[C:11]2[C:6](=[CH:7][CH:8]=[CH:9][CH:10]=2)[N:5]=[CH:4][N:3]=1.[H-].[Na+].[CH3:14][O:15][C:16](=[O:29])[CH2:17][CH2:18][CH2:19][C:20]1[CH:25]=[CH:24][C:23]([CH2:26][CH2:27][OH:28])=[CH:22][CH:21]=1. The catalyst is O1CCCC1.C(OCC)(=O)C. The product is [CH3:14][O:15][C:16](=[O:29])[CH2:17][CH2:18][CH2:19][C:20]1[CH:21]=[CH:22][C:23]([CH2:26][CH2:27][O:28][C:2]2[C:11]3[C:6](=[CH:7][CH:8]=[CH:9][CH:10]=3)[N:5]=[CH:4][N:3]=2)=[CH:24][CH:25]=1. The yield is 0.430. (4) The reactants are [C:1]([O:5][C@@H:6]([C:11]1[C:40]([CH3:41])=[C:39]([CH:42]([OH:44])[CH3:43])[C:38]2=[N:45][C:35]3=[CH:36][N:37]2[C:12]=1[N:13]1[CH2:51][CH2:50][C:16]([CH3:52])([O:17][CH2:18][CH2:19][CH2:20][CH2:21][C@H:22]([CH3:49])[O:23][C:24]2[CH:25]=[CH:26][C:27]([F:48])=[C:28]([F:47])[C:29]=2[C:30]2[CH:46]=[C:34]3[CH:33]=[CH:32][CH:31]=2)[CH2:15][CH2:14]1)[C:7]([O:9]C)=[O:8])([CH3:4])([CH3:3])[CH3:2].C(O[C@@H](C1C(C)=CC2=NC3=C(Cl)N2C=1N1CCC(C)(OCCCC[C@H](C)OC2C=CC(C)=CC=2C2C=C3C=CC=2)CC1)C(O)=O)(C)(C)C. No catalyst specified. The product is [C:1]([O:5][C@@H:6]([C:11]1[C:40]([CH3:41])=[C:39]([CH:42]([OH:44])[CH3:43])[C:38]2=[N:45][C:35]3=[CH:36][N:37]2[C:12]=1[N:13]1[CH2:14][CH2:15][C:16]([CH3:52])([O:17][CH2:18][CH2:19][CH2:20][CH2:21][C@H:22]([CH3:49])[O:23][C:24]2[CH:25]=[CH:26][C:27]([F:48])=[C:28]([F:47])[C:29]=2[C:30]2[CH:46]=[C:34]3[CH:33]=[CH:32][CH:31]=2)[CH2:50][CH2:51]1)[C:7]([OH:9])=[O:8])([CH3:2])([CH3:3])[CH3:4]. The yield is 0.190. (5) The reactants are [C:1]([NH:5][CH2:6][C:7]([O:9][CH3:10])=[O:8])(=[O:4])[CH2:2][CH3:3].[C:11](O[C:11]([O:13][C:14]([CH3:17])([CH3:16])[CH3:15])=[O:12])([O:13][C:14]([CH3:17])([CH3:16])[CH3:15])=[O:12]. The catalyst is CC#N.CCOC(C)=O. The product is [CH3:10][O:9][C:7](=[O:8])[CH2:6][N:5]([C:11]([O:13][C:14]([CH3:17])([CH3:16])[CH3:15])=[O:12])[C:1](=[O:4])[CH2:2][CH3:3]. The yield is 0.650. (6) The reactants are [CH3:1][O:2][C:3]1[CH:4]=[C:5]2[C:10](=[CH:11][CH:12]=1)[C:9]([CH2:13][C:14]1[CH:19]=[CH:18][C:17]([O:20][CH2:21][CH2:22][N:23]3[CH2:28][CH2:27][CH2:26][CH2:25][CH2:24]3)=[CH:16][CH:15]=1)=[C:8]([OH:29])[CH:7]=[CH:6]2.[N-]([S:31]([C:34]([F:37])([F:36])[F:35])(=[O:33])=[O:32])[S:31]([C:34]([F:37])([F:36])[F:35])(=[O:33])=[O:32].C(N(CC)CC)C. The catalyst is ClC(Cl)C. The product is [CH3:1][O:2][C:3]1[CH:4]=[C:5]2[C:10](=[CH:11][CH:12]=1)[C:9]([CH2:13][C:14]1[CH:19]=[CH:18][C:17]([O:20][CH2:21][CH2:22][N:23]3[CH2:24][CH2:25][CH2:26][CH2:27][CH2:28]3)=[CH:16][CH:15]=1)=[C:8]([O:29][S:31]([C:34]([F:37])([F:36])[F:35])(=[O:33])=[O:32])[CH:7]=[CH:6]2. The yield is 0.880. (7) The reactants are [Cl:1][C:2]1[C:7]([O:8][CH3:9])=[CH:6][C:5]([O:10][CH3:11])=[C:4]([Cl:12])[C:3]=1[C:13]1[C:24](=[O:25])[N:23]([CH2:26][CH2:27][N:28]2[CH2:33][CH2:32][NH:31][CH2:30][CH2:29]2)[C:16]2[N:17]=[C:18]([NH:21][CH3:22])[N:19]=[CH:20][C:15]=2[CH:14]=1.[C:34](O)(=[O:37])[CH:35]=[CH2:36].CN(C(ON1N=NC2C=CC=NC1=2)=[N+](C)C)C.F[P-](F)(F)(F)(F)F. The catalyst is CN(C=O)C. The product is [C:34]([N:31]1[CH2:32][CH2:33][N:28]([CH2:27][CH2:26][N:23]2[C:16]3[N:17]=[C:18]([NH:21][CH3:22])[N:19]=[CH:20][C:15]=3[CH:14]=[C:13]([C:3]3[C:4]([Cl:12])=[C:5]([O:10][CH3:11])[CH:6]=[C:7]([O:8][CH3:9])[C:2]=3[Cl:1])[C:24]2=[O:25])[CH2:29][CH2:30]1)(=[O:37])[CH:35]=[CH2:36]. The yield is 0.310. (8) The reactants are [C:1]([C:4]1[C:9](=[O:10])[CH:8]=[CH:7][N:6]([C:11]2[CH:16]=[CH:15][CH:14]=[C:13]([C:17]([F:20])([F:19])[F:18])[CH:12]=2)[N:5]=1)(=[O:3])[CH3:2].[Br:21]Br. The catalyst is CC(O)=O.O.C([O-])(O)=O.[Na+]. The product is [C:1]([C:4]1[C:9](=[O:10])[C:8]([Br:21])=[CH:7][N:6]([C:11]2[CH:16]=[CH:15][CH:14]=[C:13]([C:17]([F:19])([F:20])[F:18])[CH:12]=2)[N:5]=1)(=[O:3])[CH3:2]. The yield is 0.260. (9) The reactants are [CH3:1][C@H:2]1[CH2:7][N:6]([C:8]2[CH:13]=[CH:12][C:11]([N+:14]([O-])=O)=[CH:10][CH:9]=2)[CH2:5][C@@H:4]([CH3:17])[O:3]1.[H][H]. The catalyst is CCO.[Pd]. The product is [CH3:1][C@H:2]1[CH2:7][N:6]([C:8]2[CH:13]=[CH:12][C:11]([NH2:14])=[CH:10][CH:9]=2)[CH2:5][C@@H:4]([CH3:17])[O:3]1. The yield is 1.00.